Dataset: Peptide-MHC class I binding affinity with 185,985 pairs from IEDB/IMGT. Task: Regression. Given a peptide amino acid sequence and an MHC pseudo amino acid sequence, predict their binding affinity value. This is MHC class I binding data. The peptide sequence is ERAFQNWSV. The MHC is HLA-B27:03 with pseudo-sequence HLA-B27:03. The binding affinity (normalized) is 0.0847.